From a dataset of Full USPTO retrosynthesis dataset with 1.9M reactions from patents (1976-2016). Predict the reactants needed to synthesize the given product. (1) Given the product [O:1]1[CH:5]=[CH:4][CH:3]=[C:2]1[C:6]1[NH:10][C:9]2[C:11]([OH:18])=[CH:12][CH:13]=[C:14]([C:15]([OH:17])=[O:16])[C:8]=2[N:7]=1, predict the reactants needed to synthesize it. The reactants are: [O:1]1[CH:5]=[CH:4][CH:3]=[C:2]1[C:6]1[NH:10][C:9]2[C:11]([O:18]C)=[CH:12][CH:13]=[C:14]([C:15]([OH:17])=[O:16])[C:8]=2[N:7]=1.B(Br)(Br)Br. (2) Given the product [CH2:1]([NH:3][C:4]([C:6]1[S:10][C:9]([C:11]([OH:13])=[O:12])=[CH:8][CH:7]=1)=[O:5])[CH3:2], predict the reactants needed to synthesize it. The reactants are: [CH2:1]([NH:3][C:4]([C:6]1[S:10][C:9]([C:11]([O:13]C)=[O:12])=[CH:8][CH:7]=1)=[O:5])[CH3:2].[Li+].[OH-].